Dataset: Reaction yield outcomes from USPTO patents with 853,638 reactions. Task: Predict the reaction yield, written as a fraction of the theoretical maximum amount of product (1.0 means a 100% yield; for example, 0.34 means a 34% yield). (1) The reactants are [Cl:1][C:2]1[CH:3]=[CH:4][C:5]([NH:8][C:9](=[O:24])[C:10]2[CH:15]=[CH:14][CH:13]=[CH:12][C:11]=2[NH:16][CH2:17][CH:18]2[CH2:23][CH2:22][NH:21][CH2:20][CH2:19]2)=[N:6][CH:7]=1.Cl[C:26]1[CH:31]=[CH:30][N:29]=[C:28]([C:32]([OH:34])=[O:33])[CH:27]=1.C(N(CC)CC)C. The catalyst is C(O)C. The product is [C:32]([C:28]1[CH:27]=[C:26]([N:21]2[CH2:20][CH2:19][CH:18]([CH2:17][NH:16][C:11]3[CH:12]=[CH:13][CH:14]=[CH:15][C:10]=3[C:9]([NH:8][C:5]3[CH:4]=[CH:3][C:2]([Cl:1])=[CH:7][N:6]=3)=[O:24])[CH2:23][CH2:22]2)[CH:31]=[CH:30][N:29]=1)([OH:34])=[O:33]. The yield is 0.250. (2) The reactants are [C:1]([O:9][C@@H:10]1[C@H:14]([CH2:15][O:16][C:17](=[O:24])[C:18]2[CH:23]=[CH:22][CH:21]=[CH:20][CH:19]=2)[O:13][C@H:12]([N:25]2[CH:32]=[CH:31][C:29](=[O:30])[NH:28][C:26]2=[O:27])[C@H:11]1[OH:33])(=[O:8])[C:2]1[CH:7]=[CH:6][CH:5]=[CH:4][CH:3]=1.C1(N=C=NC2CCCCC2)CCCCC1.ClC(Cl)C(O)=O.C(O)(=O)C(O)=O.[BH4-].[Na+]. The catalyst is C(OCC)(=O)C.CO.N1C=CC=CC=1.C1C=CC=CC=1.CS(C)=O. The product is [C:1]([O:9][C@H:10]1[C@H:14]([CH2:15][O:16][C:17](=[O:24])[C:18]2[CH:23]=[CH:22][CH:21]=[CH:20][CH:19]=2)[O:13][C@H:12]([N:25]2[CH:32]=[CH:31][C:29](=[O:30])[NH:28][C:26]2=[O:27])[C@@H:11]1[OH:33])(=[O:8])[C:2]1[CH:7]=[CH:6][CH:5]=[CH:4][CH:3]=1. The yield is 0.660. (3) The reactants are [CH2:1]([O:8][C:9]1[CH:10]=[C:11]([C:16]2[N:21]=[C:20]([C:22]([O:24][CH3:25])=[O:23])[CH:19]=[CH:18][C:17]=2[OH:26])[CH:12]=[CH:13][C:14]=1[Cl:15])[C:2]1[CH:7]=[CH:6][CH:5]=[CH:4][CH:3]=1.[F:27][C:28]([F:41])([F:40])[S:29](O[S:29]([C:28]([F:41])([F:40])[F:27])(=[O:31])=[O:30])(=[O:31])=[O:30]. The catalyst is C(Cl)Cl. The product is [CH2:1]([O:8][C:9]1[CH:10]=[C:11]([C:16]2[N:21]=[C:20]([C:22]([O:24][CH3:25])=[O:23])[CH:19]=[CH:18][C:17]=2[O:26][S:29]([C:28]([F:41])([F:40])[F:27])(=[O:31])=[O:30])[CH:12]=[CH:13][C:14]=1[Cl:15])[C:2]1[CH:7]=[CH:6][CH:5]=[CH:4][CH:3]=1. The yield is 0.900. (4) The reactants are FC1C=CC(C2C=NC(N3CCN(S(C[C@H](C(C)C)[C:25]([OH:27])=[O:26])(=O)=O)CC3)=NC=2)=CC=1.C([C@@H]1COC(=O)N1C(=O)[C@H:45]([CH2:49][S:50]([N:53]1[CH2:58][CH2:57][N:56]([C:59]2[CH:64]=[CH:63][C:62]([C:65]3[CH:70]=[CH:69][C:68]([Cl:71])=[CH:67][CH:66]=3)=[CH:61][N:60]=2)[CH2:55][CH2:54]1)(=[O:52])=[O:51])[CH:46]([CH3:48])[CH3:47])C1C=CC=CC=1. No catalyst specified. The product is [Cl:71][C:68]1[CH:69]=[CH:70][C:65]([C:62]2[CH:63]=[CH:64][C:59]([N:56]3[CH2:55][CH2:54][N:53]([S:50]([CH2:49][C@H:45]([CH:46]([CH3:47])[CH3:48])[C:25]([OH:27])=[O:26])(=[O:51])=[O:52])[CH2:58][CH2:57]3)=[N:60][CH:61]=2)=[CH:66][CH:67]=1. The yield is 0.330. (5) The reactants are C1(P(=O)(C2C=CC=CC=2)C2C=CC=CC=2)C=CC=CC=1.F[C:30](F)(F)[S:27](O[S:27]([C:30](F)(F)F)(=[O:29])=[O:28])(=[O:29])=[O:28].C([S:43][CH:44]([CH2:77][N:78]1[CH2:83][CH2:82][N:81]([S:84]([CH3:87])(=[O:86])=[O:85])[CH2:80][CH2:79]1)[CH2:45][NH:46][C:47]([C:49]1[NH:50][C:51]2[C:56]([CH:57]=1)=[CH:55][C:54]([O:58][CH2:59][CH2:60][CH2:61]S(C)(=O)=O)=[CH:53][C:52]=2[N:66]([CH3:76])[S:67]([C:70]1[CH:75]=[CH:74][CH:73]=[CH:72][N:71]=1)(=[O:69])=[O:68])=O)C1C=CC=CC=1. The catalyst is ClCCl.C(OCC)(=O)C. The product is [CH3:76][N:66]([C:52]1[CH:53]=[C:54]([O:58][CH2:59][CH2:60][CH2:61][S:27]([CH3:30])(=[O:28])=[O:29])[CH:55]=[C:56]2[C:51]=1[NH:50][C:49]([C:47]1[S:43][CH:44]([CH2:77][N:78]3[CH2:79][CH2:80][N:81]([S:84]([CH3:87])(=[O:85])=[O:86])[CH2:82][CH2:83]3)[CH2:45][N:46]=1)=[CH:57]2)[S:67]([C:70]1[CH:75]=[CH:74][CH:73]=[CH:72][N:71]=1)(=[O:68])=[O:69]. The yield is 0.480.